This data is from Reaction yield outcomes from USPTO patents with 853,638 reactions. The task is: Predict the reaction yield, written as a fraction of the theoretical maximum amount of product (1.0 means a 100% yield; for example, 0.34 means a 34% yield). (1) The reactants are [NH2:1][C:2]1[CH:3]=[N:4][CH:5]=[CH:6][CH:7]=1.[N:8]([O-])=O.[Na+].[ClH:12]. The catalyst is O.C([O-])(=O)C.[Cu+2].C([O-])(=O)C. The product is [ClH:12].[ClH:12].[NH:1]([C:2]1[CH:3]=[N:4][CH:5]=[CH:6][CH:7]=1)[NH2:8]. The yield is 0.850. (2) The reactants are [OH:1][CH2:2][C:3]1[CH:8]=[CH:7][C:6]([B:9]2[O:17][C:14]([CH3:16])([CH3:15])[C:11]([CH3:13])([CH3:12])[O:10]2)=[CH:5][CH:4]=1.C(N(CC)CC)C.Cl[C:26]([O:28][C:29]1[CH:34]=[CH:33][C:32]([N+:35]([O-:37])=[O:36])=[CH:31][CH:30]=1)=[O:27]. The catalyst is C1COCC1.CCOC(C)=O. The product is [C:26](=[O:27])([O:1][CH2:2][C:3]1[CH:4]=[CH:5][C:6]([B:9]2[O:17][C:14]([CH3:16])([CH3:15])[C:11]([CH3:13])([CH3:12])[O:10]2)=[CH:7][CH:8]=1)[O:28][C:29]1[CH:30]=[CH:31][C:32]([N+:35]([O-:37])=[O:36])=[CH:33][CH:34]=1. The yield is 0.600. (3) The reactants are [C:1]([CH2:3][CH2:4][CH2:5][CH2:6][C:7]([O:9][CH3:10])=[O:8])#[N:2].[Cl-].C([NH+](CC)CC)C.[N-:19]=[N+:20]=[N-:21].[Na+].O. The catalyst is C1(C)C=CC=CC=1. The product is [NH:2]1[C:1]([CH2:3][CH2:4][CH2:5][CH2:6][C:7]([O:9][CH3:10])=[O:8])=[N:21][N:20]=[N:19]1. The yield is 0.680. (4) The reactants are [CH3:1][O:2][C:3](=[O:16])[C:4]1[CH:9]=[C:8](I)[C:7]([C:11]([F:14])([F:13])[F:12])=[CH:6][C:5]=1[NH2:15].[CH3:17][N:18]1[CH:22]=[C:21](B2OC(C)(C)C(C)(C)O2)[CH:20]=[N:19]1.C([O-])([O-])=O.[K+].[K+].C1(P(C2C=CC=CC=2)C2C=CC=CC=2)C=CC=CC=1. The catalyst is O1CCOCC1. The product is [CH3:1][O:2][C:3](=[O:16])[C:4]1[CH:9]=[C:8]([C:21]2[CH:20]=[N:19][N:18]([CH3:17])[CH:22]=2)[C:7]([C:11]([F:14])([F:13])[F:12])=[CH:6][C:5]=1[NH2:15]. The yield is 0.660. (5) The reactants are [CH3:1][O:2][C:3]1[CH:4]=[C:5]2[C:9](=[CH:10][CH:11]=1)[N:8]([CH2:12][CH2:13][N:14]1[CH2:19][CH2:18][N:17]([CH3:20])[CH2:16][CH2:15]1)[C:7]([N:21]1[CH2:26][CH2:25][N:24]([CH3:27])[CH2:23][CH2:22]1)=[C:6]2[CH:28]=O.[CH3:30][NH:31][C:32]([NH:34][C:35]1[CH:36]=[CH:37][C:38]2[O:42][CH2:41][C:40](=[O:43])[C:39]=2[CH:44]=1)=[O:33]. The catalyst is CCO. The product is [CH3:1][O:2][C:3]1[CH:4]=[C:5]2[C:9](=[CH:10][CH:11]=1)[N:8]([CH2:12][CH2:13][N:14]1[CH2:19][CH2:18][N:17]([CH3:20])[CH2:16][CH2:15]1)[C:7]([N:21]1[CH2:22][CH2:23][N:24]([CH3:27])[CH2:25][CH2:26]1)=[C:6]2/[CH:28]=[C:41]1\[O:42][C:38]2[CH:37]=[CH:36][C:35]([NH:34][C:32]([NH:31][CH3:30])=[O:33])=[CH:44][C:39]=2[C:40]\1=[O:43]. The yield is 0.470.